This data is from Forward reaction prediction with 1.9M reactions from USPTO patents (1976-2016). The task is: Predict the product of the given reaction. Given the reactants [Cl:1][C:2]1[CH:10]=[C:9]2[C:5]([C:6]([C:11]([N:13]3[CH2:18][CH2:17][C:16]4([C:22]5[CH:23]=[CH:24][C:25]([F:27])=[CH:26][C:21]=5[C:20](=[O:28])[O:19]4)[CH2:15][CH2:14]3)=[O:12])=[CH:7][NH:8]2)=[CH:4][CH:3]=1.Cl[CH2:30][C:31]1[C:32]([NH2:38])=[N:33][C:34]([CH3:37])=[N:35][CH:36]=1, predict the reaction product. The product is: [NH2:38][C:32]1[C:31]([CH2:30][N:8]2[C:9]3[C:5](=[CH:4][CH:3]=[C:2]([Cl:1])[CH:10]=3)[C:6]([C:11]([N:13]3[CH2:18][CH2:17][C:16]4([C:22]5[CH:23]=[CH:24][C:25]([F:27])=[CH:26][C:21]=5[C:20](=[O:28])[O:19]4)[CH2:15][CH2:14]3)=[O:12])=[CH:7]2)=[CH:36][N:35]=[C:34]([CH3:37])[N:33]=1.